From a dataset of Reaction yield outcomes from USPTO patents with 853,638 reactions. Predict the reaction yield, written as a fraction of the theoretical maximum amount of product (1.0 means a 100% yield; for example, 0.34 means a 34% yield). (1) The reactants are C(=O)([O-])[O-].[K+].[K+].[NH2:7][C:8]1[C:21]([Cl:22])=[CH:20][C:19]([Cl:23])=[CH:18][C:9]=1[C:10]([N:12]=[S:13]([CH2:16][CH3:17])[CH2:14][CH3:15])=[O:11].[Cl:24][C:25]1[C:26]([N:31]2[C:35]([C:36](Cl)=[O:37])=[CH:34][C:33]([C:39]([F:42])([F:41])[F:40])=[N:32]2)=[N:27][CH:28]=[CH:29][CH:30]=1. The catalyst is C(#N)C. The product is [Cl:24][C:25]1[C:26]([N:31]2[C:35]([C:36]([NH:7][C:8]3[C:9]([C:10](=[O:11])[N:12]=[S:13]([CH2:14][CH3:15])[CH2:16][CH3:17])=[CH:18][C:19]([Cl:23])=[CH:20][C:21]=3[Cl:22])=[O:37])=[CH:34][C:33]([C:39]([F:42])([F:40])[F:41])=[N:32]2)=[N:27][CH:28]=[CH:29][CH:30]=1. The yield is 0.880. (2) The reactants are [C:1]([CH:5]1[CH2:13][C:12]2[C:7](=[CH:8][C:9]([N+:14]([O-:16])=[O:15])=[CH:10][CH:11]=2)[NH:6]1)([CH3:4])([CH3:3])[CH3:2].C(C1C(=O)C(Cl)=C(Cl)C(=O)C=1C#N)#N. The catalyst is O1CCOCC1. The product is [C:1]([C:5]1[NH:6][C:7]2[C:12]([CH:13]=1)=[CH:11][CH:10]=[C:9]([N+:14]([O-:16])=[O:15])[CH:8]=2)([CH3:4])([CH3:2])[CH3:3]. The yield is 0.800.